Dataset: Catalyst prediction with 721,799 reactions and 888 catalyst types from USPTO. Task: Predict which catalyst facilitates the given reaction. (1) Reactant: [Li]CCCC.[CH3:6][C:7]1[C:11]2[CH:12]=[CH:13][CH:14]=[CH:15][C:10]=2[O:9][CH:8]=1.[Cl:16][CH2:17][CH2:18][CH2:19]I.[NH4+].[Cl-]. Product: [Cl:16][CH2:17][CH2:18][CH2:19][C:8]1[O:9][C:10]2[CH:15]=[CH:14][CH:13]=[CH:12][C:11]=2[C:7]=1[CH3:6]. The catalyst class is: 356. (2) Reactant: [CH2:1]=[CH:2][C:3]1[CH:8]=[CH:7][CH:6]=[CH:5][CH:4]=1.C1CCCCC1.[CH2:15]=[CH:16][C:17](=[CH2:19])[CH3:18]. Product: [CH2:1]=[CH:2][C:3]1[CH:8]=[CH:7][CH:6]=[CH:5][CH:4]=1.[CH2:15]=[CH:16][C:17](=[CH2:18])[CH3:19].[CH2:1]=[CH:2][C:3]1[CH:8]=[CH:7][CH:6]=[CH:5][CH:4]=1. The catalyst class is: 41. (3) Reactant: [NH2:1][C:2]1([C:8]([OH:10])=[O:9])[CH2:7][CH2:6][CH2:5][CH2:4][CH2:3]1.S(Cl)([Cl:13])=O.[CH3:15]COCC. Product: [ClH:13].[NH2:1][C:2]1([C:8]([O:10][CH3:15])=[O:9])[CH2:7][CH2:6][CH2:5][CH2:4][CH2:3]1. The catalyst class is: 5. (4) Reactant: [Cl:1][C:2]1[CH:7]=[CH:6][CH:5]=[C:4]([C:8]([F:11])([F:10])[F:9])[C:3]=1[C:12]([N:14]1[C:22]2[C:17](=[C:18]([F:23])[CH:19]=[CH:20][CH:21]=2)[C:16](I)=[N:15]1)=[O:13].[CH3:25][CH:26]1[CH2:31][CH:30]([C:32]([O:34][CH2:35][CH3:36])=[O:33])[CH2:29][CH:28]=[C:27]1B1OC(C)(C)C(C)(C)O1.C(Cl)Cl.C([O-])([O-])=O.[Cs+].[Cs+]. Product: [Cl:1][C:2]1[CH:7]=[CH:6][CH:5]=[C:4]([C:8]([F:11])([F:10])[F:9])[C:3]=1[C:12]([N:14]1[C:22]2[C:17](=[C:18]([F:23])[CH:19]=[CH:20][CH:21]=2)[C:16]([C:27]2[CH:26]([CH3:25])[CH2:31][CH:30]([C:32]([O:34][CH2:35][CH3:36])=[O:33])[CH2:29][CH:28]=2)=[N:15]1)=[O:13]. The catalyst class is: 450. (5) Reactant: [NH:1]1[C:9]2[C:4](=[CH:5][C:6]([NH:10][CH:11]3[CH2:16][CH2:15][C:14](=O)[CH2:13][CH2:12]3)=[CH:7][CH:8]=2)[CH:3]=[N:2]1.[CH2:18]([NH2:21])[CH2:19][CH3:20].C(O[BH-](OC(=O)C)OC(=O)C)(=O)C.[Na+].Cl.CO. Product: [NH:1]1[C:9]2[C:4](=[CH:5][C:6]([NH:10][CH:11]3[CH2:16][CH2:15][CH:14]([NH:21][CH2:18][CH2:19][CH3:20])[CH2:13][CH2:12]3)=[CH:7][CH:8]=2)[CH:3]=[N:2]1. The catalyst class is: 5. (6) Reactant: [C@@H:1]1([N:10]2[CH:17]=[CH:16][C:14](=[O:15])[NH:13][C:11]2=[O:12])[O:9][C@H:6]([CH2:7][OH:8])[C@@H:4]([OH:5])[C@H:2]1[OH:3].C(O[C:22](=[O:24])[CH3:23])(=O)C. Product: [C:2]([O:3][C@@H:2]1[C@H:4]([O:5][C:4](=[O:5])[CH3:6])[C@@H:6]([CH2:7][O:8][C:22](=[O:24])[CH3:23])[O:9][C@H:1]1[N:10]1[CH:17]=[CH:16][C:14](=[O:15])[NH:13][C:11]1=[O:12])(=[O:3])[CH3:1]. The catalyst class is: 17. (7) Reactant: [C:1]([O:5][C:6]([N:8]([CH2:41][CH2:42][NH:43][C:44]([O:46][C:47]([CH3:50])([CH3:49])[CH3:48])=[O:45])[CH2:9][CH:10]([CH2:22][N:23]([C:34]([O:36][C:37]([CH3:40])([CH3:39])[CH3:38])=[O:35])[CH2:24][CH2:25][NH:26][C:27]([O:29][C:30]([CH3:33])([CH3:32])[CH3:31])=[O:28])[CH2:11][C:12](ON1C(=O)CCC1=O)=[O:13])=[O:7])([CH3:4])([CH3:3])[CH3:2].[NH2:51][CH2:52][CH2:53][CH2:54][CH2:55][CH2:56][C:57]([NH:59][CH2:60][C:61](=[O:80])[N:62]1[CH2:66][CH2:65][CH2:64][C@H:63]1[B:67]1[O:71][CH:70]2[CH2:72][C@@H:73]3[CH2:76][C@H:75]([C@:69]2([CH3:79])[O:68]1)[C:74]3([CH3:78])[CH3:77])=[O:58].CN1CCOCC1. Product: [CH3:39][C:37]([CH3:40])([O:36][C:34](=[O:35])[N:23]([CH2:24][CH2:25][NH:26][C:27](=[O:28])[O:29][C:30]([CH3:33])([CH3:32])[CH3:31])[CH2:22][CH:10]([CH2:11][C:12](=[O:13])[NH:51][CH2:52][CH2:53][CH2:54][CH2:55][CH2:56][C:57](=[O:58])[NH:59][CH2:60][C:61](=[O:80])[N:62]1[CH2:66][CH2:65][CH2:64][C@H:63]1[B:67]1[O:71][CH:70]2[CH2:72][C@@H:73]3[CH2:76][C@H:75]([C@:69]2([CH3:79])[O:68]1)[C:74]3([CH3:77])[CH3:78])[CH2:9][N:8]([CH2:41][CH2:42][NH:43][C:44](=[O:45])[O:46][C:47]([CH3:48])([CH3:49])[CH3:50])[C:6](=[O:7])[O:5][C:1]([CH3:2])([CH3:3])[CH3:4])[CH3:38]. The catalyst class is: 2. (8) Reactant: C([O:3][C:4]([C:6]1[C@@H:7]2[N:33]([C:34]([O:36][C:37]([CH3:40])([CH3:39])[CH3:38])=[O:35])[C@H:11]([CH2:12][C:13]=1[C:14]1[CH:19]=[CH:18][C:17]([CH2:20][CH2:21][CH2:22][O:23][C:24]3[C:29]([F:30])=[CH:28][CH:27]=[C:26]([F:31])[C:25]=3[Cl:32])=[CH:16][CH:15]=1)[CH2:10][N:9]([C:41]([O:43][C:44]([CH3:47])([CH3:46])[CH3:45])=[O:42])[CH2:8]2)=[O:5])C.[OH-].[Na+]. Product: [C:44]([O:43][C:41]([N:9]1[CH2:8][C@H:7]2[N:33]([C:34]([O:36][C:37]([CH3:40])([CH3:39])[CH3:38])=[O:35])[C@H:11]([CH:12]=[C:13]([C:14]3[CH:15]=[CH:16][C:17]([CH2:20][CH2:21][CH2:22][O:23][C:24]4[C:29]([F:30])=[CH:28][CH:27]=[C:26]([F:31])[C:25]=4[Cl:32])=[CH:18][CH:19]=3)[CH:6]2[C:4]([OH:5])=[O:3])[CH2:10]1)=[O:42])([CH3:45])([CH3:46])[CH3:47]. The catalyst class is: 14.